This data is from HIV replication inhibition screening data with 41,000+ compounds from the AIDS Antiviral Screen. The task is: Binary Classification. Given a drug SMILES string, predict its activity (active/inactive) in a high-throughput screening assay against a specified biological target. (1) The result is 0 (inactive). The molecule is O=C(O)C(Cl)=C(Cl)C(=O)c1ccccc1. (2) The molecule is CCN(CC)c1ccc2c(c1)Oc1ccc(N(C(C)=O)c3ccccc3)cc1C21OC(=O)c2ccccc21. The result is 0 (inactive). (3) The molecule is COc1ccc(OC)c(C=Cc2ccc3ccccc3n2)c1. The result is 0 (inactive). (4) The molecule is Cl.O=C(C=Cc1cc2ccccc2o1)N1CCN(c2ccccn2)CC1. The result is 0 (inactive). (5) The compound is CNC(=O)OCc1c(COC(=O)NC)c2n(c1C)CSC2. The result is 0 (inactive). (6) The drug is COC(=O)C1=C(C(=O)OC)C2(C3=C(C)C(=O)c4ccccc43)CCC1(C)O2. The result is 0 (inactive). (7) The molecule is CC1=NC(=Cc2ccc(-c3ccccc3)cc2)C(=O)O1. The result is 0 (inactive). (8) The drug is COc1cc2c(cc1O)C1C(O2)c2ccc(OCc3ccccc3)cc2OC1(C)C. The result is 0 (inactive). (9) The molecule is Cl.N=C(N)NN=Cc1c(-c2ccc(Cl)c(Cl)c2Cl)nc2sccn12. The result is 0 (inactive). (10) The drug is CN1CCCC1=NC#N. The result is 0 (inactive).